Dataset: hERG potassium channel inhibition data for cardiac toxicity prediction from Karim et al.. Task: Regression/Classification. Given a drug SMILES string, predict its toxicity properties. Task type varies by dataset: regression for continuous values (e.g., LD50, hERG inhibition percentage) or binary classification for toxic/non-toxic outcomes (e.g., AMES mutagenicity, cardiotoxicity, hepatotoxicity). Dataset: herg_karim. The molecule is CN1CCCCC1COc1ccc(-n2ccc(OCc3ccccc3)cc2=O)cc1. The result is 1 (blocker).